Dataset: Reaction yield outcomes from USPTO patents with 853,638 reactions. Task: Predict the reaction yield, written as a fraction of the theoretical maximum amount of product (1.0 means a 100% yield; for example, 0.34 means a 34% yield). (1) The reactants are Br[CH2:2][C:3]([C:5]1[CH:10]=[CH:9][C:8]([O:11][CH3:12])=[CH:7][CH:6]=1)=O.[CH2:13]([C:15]1[CH:20]=[CH:19][CH:18]=[CH:17][N:16]=1)[CH3:14].C(=O)([O-])[O-].[K+].[K+]. The catalyst is CC(C)=O. The product is [CH3:14][C:13]1[C:3]([C:5]2[CH:10]=[CH:9][C:8]([O:11][CH3:12])=[CH:7][CH:6]=2)=[CH:2][N:16]2[C:15]=1[CH:20]=[CH:19][CH:18]=[CH:17]2. The yield is 0.820. (2) The reactants are [F:1][CH:2]([F:8])[C:3](OCC)=[O:4].[CH3:9][CH2:10][O:11][C:12]1[CH:17]=[C:16]([C:18]([CH3:20])=[O:19])[CH:15]=[CH:14][CH:13]=1. No catalyst specified. The product is [CH2:10]([O:11][C:12]1[CH:17]=[C:16]([C:18](=[O:19])[CH2:20][C:3](=[O:4])[CH:2]([F:8])[F:1])[CH:15]=[CH:14][CH:13]=1)[CH3:9]. The yield is 1.12. (3) The reactants are [Si]([O:18][CH2:19][C@@H:20]1[C:24]([CH3:26])([OH:25])[C@:23]([F:28])([CH3:27])[CH:22]([O:29][CH3:30])[O:21]1)(C(C)(C)C)(C1C=CC=CC=1)C1C=CC=CC=1.[F-].C([N+](CCCC)(CCCC)CCCC)CCC.C(=O)(O)[O-].[Na+]. No catalyst specified. The product is [F:28][C@@:23]1([CH3:27])[CH:22]([O:29][CH3:30])[O:21][C@H:20]([CH2:19][OH:18])[C:24]1([CH3:26])[OH:25]. The yield is 0.990. (4) The reactants are C[O-].[Na+].CO.[C:6]([CH2:11][C:12]([O:14][CH3:15])=[O:13])(=[O:10])[CH:7]([CH3:9])[CH3:8].O[N:17]=[C:18](Cl)[C:19]1[C:20]([CH3:26])=[N:21][CH:22]=[CH:23][C:24]=1[CH3:25]. The catalyst is C1COCC1. The product is [CH3:26][C:20]1[C:19]([C:18]2[C:11]([C:12]([O:14][CH3:15])=[O:13])=[C:6]([CH:7]([CH3:9])[CH3:8])[O:10][N:17]=2)=[C:24]([CH3:25])[CH:23]=[CH:22][N:21]=1. The yield is 0.520.